From a dataset of Full USPTO retrosynthesis dataset with 1.9M reactions from patents (1976-2016). Predict the reactants needed to synthesize the given product. Given the product [Cl:11][C:12]1[C:17]2=[CH:18][O:19][N:20]=[C:16]2[C:15]([C:21]2[CH:26]=[CH:25][CH:24]=[C:23]([F:27])[CH:22]=2)=[C:14]([CH:28]=[O:29])[CH:13]=1, predict the reactants needed to synthesize it. The reactants are: CS(C)=O.C(Cl)(=O)C(Cl)=O.[Cl:11][C:12]1[C:17]2=[CH:18][O:19][N:20]=[C:16]2[C:15]([C:21]2[CH:26]=[CH:25][CH:24]=[C:23]([F:27])[CH:22]=2)=[C:14]([CH2:28][OH:29])[CH:13]=1.C(N(CC)CC)C.